This data is from Full USPTO retrosynthesis dataset with 1.9M reactions from patents (1976-2016). The task is: Predict the reactants needed to synthesize the given product. (1) Given the product [N:22]([C:17]([C:14]1[CH:15]=[CH:16][C:11]([C:7]2[NH:8][C:9](=[O:10])[C:4]3[N:5]([CH:21]=[C:2]([F:1])[CH:3]=3)[CH:6]=2)=[CH:12][CH:13]=1)([CH3:19])[CH3:18])=[N+:23]=[N-:24], predict the reactants needed to synthesize it. The reactants are: [F:1][C:2]1[CH:3]=[C:4]2[C:9](=[O:10])[NH:8][C:7]([C:11]3[CH:16]=[CH:15][C:14]([C:17](O)([CH3:19])[CH3:18])=[CH:13][CH:12]=3)=[CH:6][N:5]2[CH:21]=1.[N-:22]=[N+:23]=[N-:24].[Na+].FC(F)(F)C(O)=O.N. (2) Given the product [Br:15][C:16]1[CH:17]=[C:18]2[C:22](=[CH:23][CH:24]=1)[NH:21][C:20](=[O:25])[C:19]2=[CH:12][C:7]1[CH:8]=[C:9]2[C:4](=[CH:5][CH:6]=1)[O:3][C:2]([CH3:14])([CH3:1])[CH2:11][CH2:10]2, predict the reactants needed to synthesize it. The reactants are: [CH3:1][C:2]1([CH3:14])[CH2:11][CH2:10][C:9]2[C:4](=[CH:5][CH:6]=[C:7]([CH:12]=O)[CH:8]=2)[O:3]1.[Br:15][C:16]1[CH:17]=[C:18]2[C:22](=[CH:23][CH:24]=1)[NH:21][C:20](=[O:25])[CH2:19]2. (3) Given the product [F:1][CH2:2][C@H:3]1[CH2:8][CH2:7][C@H:6]([NH2:9])[CH2:5][CH2:4]1, predict the reactants needed to synthesize it. The reactants are: [F:1][CH2:2][C@H:3]1[CH2:8][CH2:7][C@H:6]([NH:9]C(=O)OCC2C=CC=CC=2)[CH2:5][CH2:4]1.